From a dataset of Forward reaction prediction with 1.9M reactions from USPTO patents (1976-2016). Predict the product of the given reaction. (1) Given the reactants [Cl:1][C:2]1[CH:7]=[CH:6][C:5]([NH:8][C:9](=[O:29])[CH:10]([N:22]2[CH2:27][CH2:26][N:25]([CH3:28])[CH2:24][CH2:23]2)[CH2:11][C:12]2[CH:21]=[CH:20][C:15]([C:16]([O:18]C)=O)=[CH:14][CH:13]=2)=[CH:4][CH:3]=1.[Li+].[OH-].O.Cl.[Li+].[Cl-].[C:36]1([NH2:43])[C:37]([NH2:42])=[CH:38][CH:39]=[CH:40][CH:41]=1.CCN=C=NCCCN(C)C.C1C=CC2N(O)N=NC=2C=1, predict the reaction product. The product is: [NH2:42][C:37]1[CH:38]=[CH:39][CH:40]=[CH:41][C:36]=1[NH:43][C:16](=[O:18])[C:15]1[CH:14]=[CH:13][C:12]([CH2:11][CH:10]([N:22]2[CH2:27][CH2:26][N:25]([CH3:28])[CH2:24][CH2:23]2)[C:9]([NH:8][C:5]2[CH:6]=[CH:7][C:2]([Cl:1])=[CH:3][CH:4]=2)=[O:29])=[CH:21][CH:20]=1. (2) Given the reactants [CH2:1]([O:3][C:4]([C:6]1([C:9]2[CH:14]=[CH:13][C:12]([C:15]3[CH:20]=[CH:19][C:18]([C:21]4[O:25][N:24]=[C:23]([CH3:26])[C:22]=4Br)=[CH:17][CH:16]=3)=[CH:11][CH:10]=2)[CH2:8][CH2:7]1)=[O:5])[CH3:2].C([Li])CCC.[CH3:33][C:34]([CH3:45])([CH2:38][C:39]1[CH:44]=[CH:43][CH:42]=[CH:41][CH:40]=1)[CH2:35][CH:36]=[O:37], predict the reaction product. The product is: [CH2:1]([O:3][C:4]([C:6]1([C:9]2[CH:14]=[CH:13][C:12]([C:15]3[CH:20]=[CH:19][C:18]([C:21]4[O:25][N:24]=[C:23]([CH3:26])[C:22]=4[CH:36]([OH:37])[CH2:35][C:34]([CH3:33])([CH3:45])[CH2:38][C:39]4[CH:44]=[CH:43][CH:42]=[CH:41][CH:40]=4)=[CH:17][CH:16]=3)=[CH:11][CH:10]=2)[CH2:8][CH2:7]1)=[O:5])[CH3:2]. (3) Given the reactants [Cl:1][C:2]1[CH:3]=[C:4]2[C:8](=[CH:9][CH:10]=1)[N:7]([CH3:11])[C:6]([C:12]1[CH:17]=[CH:16][C:15]([Cl:18])=[CH:14][CH:13]=1)=[C:5]2[CH2:19][CH2:20][C:21]([OH:23])=O.[C:24]1([CH2:30][C:31]2([OH:37])[CH2:36][CH2:35][NH:34][CH2:33][CH2:32]2)[CH:29]=[CH:28][CH:27]=[CH:26][CH:25]=1, predict the reaction product. The product is: [Cl:1][C:2]1[CH:3]=[C:4]2[C:8](=[CH:9][CH:10]=1)[N:7]([CH3:11])[C:6]([C:12]1[CH:13]=[CH:14][C:15]([Cl:18])=[CH:16][CH:17]=1)=[C:5]2[CH2:19][CH2:20][C:21]([N:34]1[CH2:33][CH2:32][C:31]([CH2:30][C:24]2[CH:29]=[CH:28][CH:27]=[CH:26][CH:25]=2)([OH:37])[CH2:36][CH2:35]1)=[O:23]. (4) Given the reactants C(OC([N:11]1[CH2:17][CH2:16][C:15](=[O:18])[N:14]([C@@H:19]([C:30](=[O:34])[N:31]([CH3:33])[CH3:32])[CH2:20][CH2:21][O:22]CC2C=CC=CC=2)[CH2:13][CH2:12]1)=O)C1C=CC=CC=1.[ClH:35], predict the reaction product. The product is: [ClH:35].[OH:22][CH2:21][CH2:20][C@@H:19]([N:14]1[C:15](=[O:18])[CH2:16][CH2:17][NH:11][CH2:12][CH2:13]1)[C:30]([N:31]([CH3:33])[CH3:32])=[O:34]. (5) Given the reactants I[C:2]1[CH:7]=[CH:6][N:5]=[CH:4][C:3]=1[NH:8][CH2:9][C:10]1[O:11][CH:12]=[C:13]([CH3:15])[N:14]=1.[F:16][C:17]1[CH:22]=[CH:21][C:20](B(O)O)=[C:19]([O:26][CH3:27])[CH:18]=1, predict the reaction product. The product is: [F:16][C:17]1[CH:22]=[CH:21][C:20]([C:2]2[CH:7]=[CH:6][N:5]=[CH:4][C:3]=2[NH:8][CH2:9][C:10]2[O:11][CH:12]=[C:13]([CH3:15])[N:14]=2)=[C:19]([O:26][CH3:27])[CH:18]=1. (6) Given the reactants FC(F)(F)S(O[C:7]1[CH:16]=[CH:15][C:14]2[C:9](=[CH:10][CH:11]=[CH:12][CH:13]=2)[C:8]=1[N+:17]([O-:19])=[O:18])(=O)=O.[CH3:22][C:23]([NH2:36])([CH3:35])[CH2:24][NH:25][C:26]1[CH:31]=[CH:30][C:29]([N+:32]([O-])=O)=[CH:28][CH:27]=1, predict the reaction product. The product is: [CH3:22][C:23]1([CH3:35])[CH2:24][N:25]([C:26]2[CH:31]=[CH:30][C:29]([NH:32][C:7]3[CH:16]=[CH:15][C:14]4[C:9](=[CH:10][CH:11]=[CH:12][CH:13]=4)[C:8]=3[N+:17]([O-:19])=[O:18])=[CH:28][CH:27]=2)[C:12]([CH2:11][CH2:10][C:9]2[CH:14]=[CH:15][CH:16]=[CH:7][CH:8]=2)=[N:36]1. (7) Given the reactants [Br:1][C:2]1[CH:7]=[CH:6][C:5]([N+:8]([O-:10])=[O:9])=[C:4](F)[CH:3]=1.[F:12][C:13]1[CH:14]=[C:15]([CH2:19][NH2:20])[CH:16]=[N:17][CH:18]=1.C(=O)([O-])[O-].[K+].[K+], predict the reaction product. The product is: [Br:1][C:2]1[CH:7]=[CH:6][C:5]([N+:8]([O-:10])=[O:9])=[C:4]([CH:3]=1)[NH:20][CH2:19][C:15]1[CH:16]=[N:17][CH:18]=[C:13]([F:12])[CH:14]=1. (8) Given the reactants [CH2:1]1[O:20][C:19]2[CH:18]=[CH:17][C:5]([CH2:6][O:7][CH2:8][C:9]3[O:13][N:12]=[C:11]([C:14]([OH:16])=O)[CH:10]=3)=[CH:4][C:3]=2[O:2]1.C(N(CC)CC)C.Cl.C(N=C=NCCCN(C)C)C.ON1C2C=CC=CC=2N=N1.[O:50]1[CH2:54][CH2:53][CH:52]([CH2:55][NH2:56])[CH2:51]1, predict the reaction product. The product is: [O:50]1[CH2:54][CH2:53][CH:52]([CH2:55][NH:56][C:14]([C:11]2[CH:10]=[C:9]([CH2:8][O:7][CH2:6][C:5]3[CH:17]=[CH:18][C:19]4[O:20][CH2:1][O:2][C:3]=4[CH:4]=3)[O:13][N:12]=2)=[O:16])[CH2:51]1.